Dataset: Catalyst prediction with 721,799 reactions and 888 catalyst types from USPTO. Task: Predict which catalyst facilitates the given reaction. Reactant: Cl.[CH2:2]([NH:8][C:9]1[CH:14]=[CH:13][CH:12]=[CH:11][C:10]=1[NH2:15])[CH:3]1[O:7][CH2:6][CH2:5][CH2:4]1.C(N(CC)CC)C.[S:23]1[CH:27]=[CH:26][CH:25]=[C:24]1[C:28](=O)[C:29](OCC)=[O:30]. Product: [CH2:2]([N:8]1[C:9]2[C:10](=[CH:11][CH:12]=[CH:13][CH:14]=2)[N:15]=[C:28]([C:24]2[S:23][CH:27]=[CH:26][CH:25]=2)[C:29]1=[O:30])[CH:3]1[O:7][CH2:6][CH2:5][CH2:4]1. The catalyst class is: 8.